From a dataset of Forward reaction prediction with 1.9M reactions from USPTO patents (1976-2016). Predict the product of the given reaction. The product is: [NH:16]1[C:17]2[CH:23]=[CH:22][CH:21]=[CH:20][C:18]=2[N:19]=[C:15]1[NH:1][C:2]1[CH:7]=[CH:6][CH:5]=[CH:4][C:3]=1/[CH:8]=[CH:9]/[C:10]([O:12][CH3:13])=[O:11]. Given the reactants [NH2:1][C:2]1[CH:7]=[CH:6][CH:5]=[CH:4][C:3]=1/[CH:8]=[CH:9]/[C:10]([O:12][CH3:13])=[O:11].Br[C:15]1[NH:19][C:18]2[CH:20]=[CH:21][CH:22]=[CH:23][C:17]=2[N:16]=1, predict the reaction product.